From a dataset of Forward reaction prediction with 1.9M reactions from USPTO patents (1976-2016). Predict the product of the given reaction. (1) Given the reactants FC(F)(F)C(O)=O.FC(F)(F)C(O)=O.FC(F)(F)C(O)=O.[NH:22]1[CH2:25][CH:24]([C:26]2[C:27]([C:32]3[CH:41]=[CH:40][C:35]([C:36]([NH:38][CH3:39])=[O:37])=[C:34]([F:42])[CH:33]=3)=[N:28][CH:29]=[CH:30][N:31]=2)[CH2:23]1.C(=O)([O-])[O-].[K+].[K+].FC(F)(F)S(O[C:55]1[CH:64]=[CH:63][C:62]2[C:57](=[CH:58][C:59]([F:65])=[CH:60][CH:61]=2)[N:56]=1)(=O)=O.N1CCC1, predict the reaction product. The product is: [F:42][C:34]1[CH:33]=[C:32]([C:27]2[C:26]([CH:24]3[CH2:23][N:22]([C:55]4[CH:64]=[CH:63][C:62]5[C:57](=[CH:58][C:59]([F:65])=[CH:60][CH:61]=5)[N:56]=4)[CH2:25]3)=[N:31][CH:30]=[CH:29][N:28]=2)[CH:41]=[CH:40][C:35]=1[C:36]([NH:38][CH3:39])=[O:37]. (2) Given the reactants [NH2:1][C:2]1[C:7]([O:8][CH3:9])=[CH:6][CH:5]=[CH:4][N+:3]=1[NH2:10].[N+](C1C=CC(C(O)=O)=CC=1)([O-])=O.C1CCN2C(=NCCC2)CC1.[CH2:34]([O:36][C:37]([C:39]1([CH:42]=O)[CH2:41][CH2:40]1)=[O:38])[CH3:35], predict the reaction product. The product is: [CH2:34]([O:36][C:37]([C:39]1([C:42]2[N:1]=[C:2]3[C:7]([O:8][CH3:9])=[CH:6][CH:5]=[CH:4][N:3]3[N:10]=2)[CH2:41][CH2:40]1)=[O:38])[CH3:35].